This data is from Full USPTO retrosynthesis dataset with 1.9M reactions from patents (1976-2016). The task is: Predict the reactants needed to synthesize the given product. Given the product [O:12]([C:9]1[CH:8]=[N:7][C:6]2[C:11]([N:10]=1)=[C:2]([C:24](=[O:26])[CH3:25])[CH:3]=[CH:4][CH:5]=2)[C:13]1[CH:18]=[CH:17][CH:16]=[CH:15][CH:14]=1, predict the reactants needed to synthesize it. The reactants are: Cl[C:2]1[CH:3]=[CH:4][CH:5]=[C:6]2[C:11]=1[N:10]=[C:9]([O:12][C:13]1[CH:18]=[CH:17][CH:16]=[CH:15][CH:14]=1)[CH:8]=[N:7]2.C([Sn](CCCC)(CCCC)[C:24]([O:26]CC)=[CH2:25])CCC.